This data is from Forward reaction prediction with 1.9M reactions from USPTO patents (1976-2016). The task is: Predict the product of the given reaction. (1) Given the reactants [NH2:1][C:2]1[N:3]([C:10]2[C:15]([Cl:16])=[CH:14][C:13]([Br:17])=[CH:12][C:11]=2[Br:18])[CH:4]=[C:5]([CH3:9])[C:6]=1[C:7]#[N:8].[C:19](OC(=O)C)(=[O:21])[CH3:20].O, predict the reaction product. The product is: [C:7]([C:6]1[C:5]([CH3:9])=[CH:4][N:3]([C:10]2[C:15]([Cl:16])=[CH:14][C:13]([Br:17])=[CH:12][C:11]=2[Br:18])[C:2]=1[NH:1][C:19](=[O:21])[CH3:20])#[N:8]. (2) Given the reactants ClC1C=C([C@@H]2C3C(=CC=CC=3)[C@H](NC([C:22]3[CH:27]=[CH:26][N:25](C)[C:24](=[O:29])[C:23]=3[OH:30])=O)CC2)C=CC=1Cl.[B-](Cl)(Cl)(Cl)[S+](C)C, predict the reaction product. The product is: [NH:25]1[CH2:26][CH2:27][CH2:22][C:24]1=[O:29].[NH:25]1[CH2:26][CH2:27][CH2:22][C:23](=[O:30])[C:24]1=[O:29]. (3) The product is: [Cl:2][C:3]1[CH:4]=[C:5]([CH2:9][N:10]([C:13]([NH2:14])=[S:12])[NH2:11])[CH:6]=[CH:7][CH:8]=1. Given the reactants Cl.[Cl:2][C:3]1[CH:4]=[C:5]([CH2:9][NH:10][NH2:11])[CH:6]=[CH:7][CH:8]=1.[S-:12][C:13]#[N:14].[NH4+], predict the reaction product. (4) Given the reactants [CH:1]1([C:4]([NH:6][NH:7][C:8](=[O:16])[C:9]2[CH:14]=[CH:13][CH:12]=[C:11]([I:15])[CH:10]=2)=O)[CH2:3][CH2:2]1.C1(P(C2C=CC=CC=2)C2C=CC=CC=2)C=CC=CC=1.C(Cl)(Cl)(Cl)Cl.C(N(CC)CC)C, predict the reaction product. The product is: [CH:1]1([C:4]2[O:16][C:8]([C:9]3[CH:14]=[CH:13][CH:12]=[C:11]([I:15])[CH:10]=3)=[N:7][N:6]=2)[CH2:2][CH2:3]1. (5) Given the reactants C1C=CC=CC=1.Br[C:8]1[O:12][C:11]([CH:13]=[O:14])=[CH:10][CH:9]=1.[CH3:15][O:16][C:17]1[CH:22]=[CH:21][CH:20]=[CH:19][C:18]=1B(O)O.C([O-])([O-])=O.[K+].[K+], predict the reaction product. The product is: [CH3:15][O:16][C:17]1[CH:22]=[CH:21][CH:20]=[CH:19][C:18]=1[C:8]1[O:12][C:11]([CH:13]=[O:14])=[CH:10][CH:9]=1. (6) Given the reactants [CH:1]1([CH2:4][NH:5][C:6]2[CH:7]=[C:8]([CH:25]=[C:26](B3OC(C)(C)C(C)(C)O3)[CH:27]=2)[CH2:9][O:10][C:11]2[CH:16]=[CH:15][CH:14]=[CH:13][C:12]=2[CH2:17][C:18]([O:20][C:21]([CH3:24])([CH3:23])[CH3:22])=[O:19])[CH2:3][CH2:2]1.Br[C:38]1[C:39]([F:48])=[C:40]([CH:44]([NH2:47])[CH2:45][F:46])[CH:41]=[CH:42][CH:43]=1.C(Cl)Cl.[O-]P([O-])([O-])=O.[K+].[K+].[K+], predict the reaction product. The product is: [NH2:47][CH:44]([C:40]1[C:39]([F:48])=[C:38]([C:26]2[CH:27]=[C:6]([NH:5][CH2:4][CH:1]3[CH2:3][CH2:2]3)[CH:7]=[C:8]([CH2:9][O:10][C:11]3[CH:16]=[CH:15][CH:14]=[CH:13][C:12]=3[CH2:17][C:18]([O:20][C:21]([CH3:24])([CH3:22])[CH3:23])=[O:19])[CH:25]=2)[CH:43]=[CH:42][CH:41]=1)[CH2:45][F:46]. (7) Given the reactants [H-].[Al+3].[Li+].[H-].[H-].[H-].[CH3:7][C:8]1([CH3:28])[CH2:16][C:15]2[NH:14][CH:13]=[C:12]([CH2:17][CH2:18][C:19]([N:21]3[CH2:26][CH2:25][O:24][CH2:23][CH2:22]3)=O)[C:11]=2[C:10](=O)[CH2:9]1, predict the reaction product. The product is: [CH3:7][C:8]1([CH3:28])[CH2:16][C:15]2[NH:14][CH:13]=[C:12]([CH2:17][CH2:18][CH2:19][N:21]3[CH2:26][CH2:25][O:24][CH2:23][CH2:22]3)[C:11]=2[CH2:10][CH2:9]1. (8) Given the reactants [F:1][C:2]1[CH:10]=[CH:9][C:5]([C:6]([OH:8])=[O:7])=[CH:4][C:3]=1[O:11][CH3:12].S(=O)(=O)(O)O.[C:18](=O)([O-])O.[Na+], predict the reaction product. The product is: [F:1][C:2]1[CH:10]=[CH:9][C:5]([C:6]([O:8][CH3:18])=[O:7])=[CH:4][C:3]=1[O:11][CH3:12].